From a dataset of Reaction yield outcomes from USPTO patents with 853,638 reactions. Predict the reaction yield, written as a fraction of the theoretical maximum amount of product (1.0 means a 100% yield; for example, 0.34 means a 34% yield). (1) The reactants are [CH3:1][NH:2][CH2:3][C:4]1[CH:5]=[C:6]([C:22]2[CH:27]=[CH:26][CH:25]=[CH:24][CH:23]=2)[N:7]([S:9]([C:12]2[CH:13]=[C:14]([CH:19]=[CH:20][CH:21]=2)[C:15]([O:17][CH3:18])=[O:16])(=[O:11])=[O:10])[CH:8]=1.[C:36](O[C:36]([O:38][C:39]([CH3:42])([CH3:41])[CH3:40])=[O:37])([O:38][C:39]([CH3:42])([CH3:41])[CH3:40])=[O:37]. No catalyst specified. The product is [C:39]([O:38][C:36]([N:2]([CH2:3][C:4]1[CH:5]=[C:6]([C:22]2[CH:27]=[CH:26][CH:25]=[CH:24][CH:23]=2)[N:7]([S:9]([C:12]2[CH:13]=[C:14]([CH:19]=[CH:20][CH:21]=2)[C:15]([O:17][CH3:18])=[O:16])(=[O:10])=[O:11])[CH:8]=1)[CH3:1])=[O:37])([CH3:40])([CH3:41])[CH3:42]. The yield is 0.980. (2) The reactants are Br[C:2]1[C:10]2[C:5](=[CH:6][CH:7]=[C:8]([C:11]([O:13]CC)=O)[CH:9]=2)[N:4](C2CCCCO2)[N:3]=1.[O:22]1[C:26]2[CH:27]=[CH:28][CH:29]=[CH:30][C:25]=2[CH:24]=[C:23]1B(O)O.ClCCl.P([O-])([O-])([O-])=O.[K+].[K+].[K+]. The catalyst is COCCOC. The product is [O:22]1[C:26]2[CH:27]=[CH:28][CH:29]=[CH:30][C:25]=2[CH:24]=[C:23]1[C:2]1[C:10]2[C:5](=[CH:6][CH:7]=[C:8]([C:11]([NH:4][CH:5]([CH3:10])[CH3:6])=[O:13])[CH:9]=2)[NH:4][N:3]=1. The yield is 0.900. (3) The reactants are [CH2:1]([C:12]([O-:14])=[O:13])[CH2:2][CH2:3][CH:4](C([O-])=O)[CH2:5][CH2:6][CH2:7][CH3:8].O.O.O.O.O.O.O.O.[OH-].[Ba+2].[OH-]. The catalyst is CO.O. The product is [CH2:1]([C:12]([OH:14])=[O:13])[CH2:2][CH2:3][CH2:4][CH2:5][CH2:6][CH2:7][CH3:8]. The yield is 0.588.